From a dataset of Retrosynthesis with 50K atom-mapped reactions and 10 reaction types from USPTO. Predict the reactants needed to synthesize the given product. Given the product COc1ccc(-c2cc(Br)cs2)cc1, predict the reactants needed to synthesize it. The reactants are: Brc1csc(Br)c1.COc1ccc(B(O)O)cc1.